From a dataset of Reaction yield outcomes from USPTO patents with 853,638 reactions. Predict the reaction yield, written as a fraction of the theoretical maximum amount of product (1.0 means a 100% yield; for example, 0.34 means a 34% yield). (1) The reactants are C[Si](C)(C)[N-][Si](C)(C)C.[K+].C1(C)C=CC=CC=1.[CH3:18][O:19][C:20]([CH:22]1[CH:26]([C@H:27]([CH3:30])[CH2:28]I)[CH2:25][N:24]([C:31]([O:33][CH2:34][C:35]2[CH:40]=[CH:39][CH:38]=[CH:37][CH:36]=2)=[O:32])[CH2:23]1)=[O:21].[Cl-].[NH4+]. The catalyst is O1CCCC1. The product is [CH3:18][O:19][C:20]([C@:22]12[CH2:28][CH:27]([CH3:30])[CH:26]1[CH2:25][N:24]([C:31]([O:33][CH2:34][C:35]1[CH:40]=[CH:39][CH:38]=[CH:37][CH:36]=1)=[O:32])[CH2:23]2)=[O:21]. The yield is 0.780. (2) The reactants are [CH3:1][C:2]1[N:3]=[C:4]([N:12]2[CH2:16][CH2:15][N:14]([C:17]3[CH:22]=[CH:21][CH:20]=[CH:19]C=3)[C:13]2=[O:23])[S:5][C:6]=1[C:7]([O:9]CC)=[O:8].C1(CN2CCN(C3SC(C(OCC)=O)=C(C)N=3)C2=O)CCC1. No catalyst specified. The product is [CH:22]1([CH2:17][N:14]2[CH2:15][CH2:16][N:12]([C:4]3[S:5][C:6]([C:7]([OH:9])=[O:8])=[C:2]([CH3:1])[N:3]=3)[C:13]2=[O:23])[CH2:21][CH2:20][CH2:19]1. The yield is 0.770. (3) The reactants are [Cl:1][C:2]1[CH:23]=[C:22]([Cl:24])[CH:21]=[CH:20][C:3]=1[CH2:4][N:5]1[CH:9]=[C:8]([CH2:10][CH2:11][C:12](OCC)=[O:13])[C:7]([O:17][CH2:18][CH3:19])=[N:6]1.[H-].[Al+3].[Li+].[H-].[H-].[H-].O.O.O.O.O.O.O.O.O.O.S([O-])([O-])(=O)=O.[Na+].[Na+]. The catalyst is O1CCCC1. The product is [Cl:1][C:2]1[CH:23]=[C:22]([Cl:24])[CH:21]=[CH:20][C:3]=1[CH2:4][N:5]1[CH:9]=[C:8]([CH2:10][CH2:11][CH2:12][OH:13])[C:7]([O:17][CH2:18][CH3:19])=[N:6]1. The yield is 0.830. (4) The reactants are ClC[CH2:3][O:4][C:5]1[CH:6]=[C:7]2[C:12](=[CH:13][C:14]=1[O:15][CH3:16])[N:11]=[C:10]([C:17]1[CH:22]=[CH:21][CH:20]=[C:19]([C:23]3[CH:28]=[CH:27][CH:26]=[CH:25][CH:24]=3)[CH:18]=1)[N:9]=[C:8]2[NH:29][C:30]1[CH:31]=[C:32]2[C:36](=[CH:37][CH:38]=1)[N:35](C(OC(C)(C)C)=O)[N:34]=[CH:33]2.[CH3:46][N:47]([CH3:53])[C:48](=[O:52])[CH2:49][NH:50][CH3:51].[CH3:54]S(C)=O. No catalyst specified. The product is [NH:35]1[C:36]2[C:32](=[CH:31][C:30]([NH:29][C:8]3[C:7]4[C:12](=[CH:13][C:14]([O:15][CH3:16])=[C:5]([O:4][CH2:3][CH2:51][N:50]([CH3:54])[CH2:49][C:48]([N:47]([CH3:53])[CH3:46])=[O:52])[CH:6]=4)[N:11]=[C:10]([C:17]4[CH:22]=[CH:21][CH:20]=[C:19]([C:23]5[CH:28]=[CH:27][CH:26]=[CH:25][CH:24]=5)[CH:18]=4)[N:9]=3)=[CH:38][CH:37]=2)[CH:33]=[N:34]1. The yield is 0.740. (5) The reactants are [C:1]([C:5]1[NH:6][C:7]([C:15]([CH2:18][CH3:19])([CH3:17])[CH3:16])=[C:8]([C:10]([CH2:13][CH3:14])([CH3:12])[CH3:11])[N:9]=1)([CH3:4])([CH3:3])[CH3:2].[Cl:20][Ti:21](Cl)(Cl)Cl. The catalyst is C1(C)C=CC=CC=1. The product is [Cl-:20].[Cl-:20].[Cl-:20].[C:1]([C:5]1[N-:9][C:8]([C:10]([CH3:11])([CH3:12])[CH2:13][CH3:14])=[C:7]([C:15]([CH3:17])([CH3:16])[CH2:18][CH3:19])[N:6]=1)([CH3:4])([CH3:3])[CH3:2].[Ti+4:21]. The yield is 0.170. (6) The reactants are Br[CH2:2][C:3]1[CH:4]=[CH:5][C:6]([CH3:13])=[C:7]([CH:12]=1)[C:8]([NH:10][CH3:11])=[O:9].[CH3:14][N:15]1[CH2:20][CH2:19][NH:18][CH2:17][CH2:16]1.O. The catalyst is C1COCC1. The product is [CH3:13][C:6]1[CH:5]=[CH:4][C:3]([CH2:2][N:18]2[CH2:19][CH2:20][N:15]([CH3:14])[CH2:16][CH2:17]2)=[CH:12][C:7]=1[C:8]([NH:10][CH3:11])=[O:9]. The yield is 0.380.